From a dataset of Full USPTO retrosynthesis dataset with 1.9M reactions from patents (1976-2016). Predict the reactants needed to synthesize the given product. (1) Given the product [CH3:7][NH:8][C:9]([N:16]1[C:17]([CH3:18])=[C:13]([CH2:11][CH3:12])[C:14]([O:19][C:20]2[CH:25]=[CH:24][C:23]([C:26]([F:29])([F:28])[F:27])=[CH:22][C:21]=2[N+:30]([O-:32])=[O:31])=[N:15]1)=[O:10], predict the reactants needed to synthesize it. The reactants are: C(=O)([O-])[O-].[K+].[K+].[CH3:7][N:8]=[C:9]=[O:10].[CH2:11]([C:13]1[C:14]([O:19][C:20]2[CH:25]=[CH:24][C:23]([C:26]([F:29])([F:28])[F:27])=[CH:22][C:21]=2[N+:30]([O-:32])=[O:31])=[N:15][NH:16][C:17]=1[CH3:18])[CH3:12].Cl. (2) Given the product [CH2:19]([O:21][C:22]1[CH:23]=[C:24]([CH:27]=[C:28]([O:31][CH2:32][CH3:33])[C:29]=1[F:30])[CH2:25][N:16]1[CH2:17][CH2:18][CH:13]([NH:12][C:9]2[O:10][C:11]3[C:3]([O:2][CH3:1])=[CH:4][CH:5]=[CH:6][C:7]=3[N:8]=2)[CH2:14][CH2:15]1)[CH3:20], predict the reactants needed to synthesize it. The reactants are: [CH3:1][O:2][C:3]1[C:11]2[O:10][C:9]([NH:12][CH:13]3[CH2:18][CH2:17][NH:16][CH2:15][CH2:14]3)=[N:8][C:7]=2[CH:6]=[CH:5][CH:4]=1.[CH2:19]([O:21][C:22]1[CH:23]=[C:24]([CH:27]=[C:28]([O:31][CH2:32][CH3:33])[C:29]=1[F:30])[CH:25]=O)[CH3:20].C([BH3-])#N.[Na+].C(N(C(C)C)C(C)C)C. (3) Given the product [CH2:17]([O:24][C:25]1[CH:30]=[CH:29][C:28]([N:31]2[CH2:36][CH2:35][C:34]([C:7]3[CH:12]=[CH:11][C:10]([C:13]([F:16])([F:15])[F:14])=[CH:9][CH:8]=3)([OH:37])[CH2:33][CH2:32]2)=[CH:27][CH:26]=1)[C:18]1[CH:19]=[CH:20][CH:21]=[CH:22][CH:23]=1, predict the reactants needed to synthesize it. The reactants are: C([Mg]Cl)(C)C.I[C:7]1[CH:12]=[CH:11][C:10]([C:13]([F:16])([F:15])[F:14])=[CH:9][CH:8]=1.[CH2:17]([O:24][C:25]1[CH:30]=[CH:29][C:28]([N:31]2[CH2:36][CH2:35][C:34](=[O:37])[CH2:33][CH2:32]2)=[CH:27][CH:26]=1)[C:18]1[CH:23]=[CH:22][CH:21]=[CH:20][CH:19]=1.[Cl-].[NH4+].